Dataset: Reaction yield outcomes from USPTO patents with 853,638 reactions. Task: Predict the reaction yield, written as a fraction of the theoretical maximum amount of product (1.0 means a 100% yield; for example, 0.34 means a 34% yield). (1) The reactants are [NH2:1][CH2:2][CH2:3][CH2:4][OH:5].[N+:6]([O-:9])([OH:8])=[O:7]. The catalyst is C(OC(=O)C)(=O)C. The product is [N+:6]([O-:9])([OH:8])=[O:7].[N+:6]([O:5][CH2:4][CH2:3][CH2:2][NH2:1])([O-:8])=[O:7]. The yield is 0.800. (2) The reactants are [CH3:1][C:2](=[O:7])[C:3]([CH3:6])([CH3:5])[CH3:4].C([N-]C(C)C)(C)C.[Li+].CCCCCC.[CH:22](=[O:27])[C:23]([CH3:26])([CH3:25])[CH3:24]. The catalyst is C1COCC1. The product is [OH:7][CH:2]([C:3]([CH3:6])([CH3:5])[CH3:4])[CH2:1][C:22](=[O:27])[C:23]([CH3:26])([CH3:25])[CH3:24]. The yield is 0.950.